Dataset: Reaction yield outcomes from USPTO patents with 853,638 reactions. Task: Predict the reaction yield, written as a fraction of the theoretical maximum amount of product (1.0 means a 100% yield; for example, 0.34 means a 34% yield). (1) The reactants are [NH2:1][C:2]1[N:7]=[CH:6][N:5]=[C:4]2[N:8]([CH2:25][C@H:26]3[CH2:30][CH2:29][CH2:28][N:27]3[C:31](=[O:35])[CH2:32][C:33]#[N:34])[N:9]=[C:10]([C:11]3[CH:16]=[CH:15][C:14]([O:17][C:18]4[CH:23]=[CH:22][CH:21]=[CH:20][CH:19]=4)=[CH:13][C:12]=3[F:24])[C:3]=12.[CH3:36][C:37]([N:41]1[CH2:46][CH2:45][O:44][CH2:43][CH2:42]1)([CH3:40])[CH:38]=O.N1CCCCC1. The catalyst is C(O)C. The product is [NH2:1][C:2]1[N:7]=[CH:6][N:5]=[C:4]2[N:8]([CH2:25][C@@H:26]3[CH2:30][CH2:29][CH2:28][N:27]3[C:31]([C:32](=[CH:36][C:37]([CH3:40])([N:41]3[CH2:46][CH2:45][O:44][CH2:43][CH2:42]3)[CH3:38])[C:33]#[N:34])=[O:35])[N:9]=[C:10]([C:11]3[CH:16]=[CH:15][C:14]([O:17][C:18]4[CH:19]=[CH:20][CH:21]=[CH:22][CH:23]=4)=[CH:13][C:12]=3[F:24])[C:3]=12. The yield is 0.560. (2) The reactants are [C:1]1([CH3:14])[CH:6]=[CH:5][CH:4]=[CH:3][C:2]=1[NH:7][C:8](=O)[C:9]([CH3:12])([CH3:11])[CH3:10].[Li]CCCC.[NH4+].[Cl-]. The catalyst is C1COCC1. The product is [C:9]([C:8]1[NH:7][C:2]2[C:1]([CH:14]=1)=[CH:6][CH:5]=[CH:4][CH:3]=2)([CH3:12])([CH3:11])[CH3:10]. The yield is 0.880. (3) The reactants are C(OC([N:8]1[CH2:13][CH2:12][CH:11]([CH2:14][CH2:15][CH2:16][CH2:17][C:18]2[CH:23]=[CH:22][CH:21]=[CH:20][CH:19]=2)[CH2:10][CH2:9]1)=O)(C)(C)C.Cl.CCOCC. The catalyst is CO. The product is [C:18]1([CH2:17][CH2:16][CH2:15][CH2:14][CH:11]2[CH2:10][CH2:9][NH:8][CH2:13][CH2:12]2)[CH:23]=[CH:22][CH:21]=[CH:20][CH:19]=1. The yield is 0.600. (4) The reactants are CO[CH:3]([O:13]C)[C:4]1[CH:12]=[CH:11][C:7]([C:8]([OH:10])=O)=[CH:6][CH:5]=1.CCN=C=NCCCN(C)C.[CH2:26]([NH2:32])[C:27]1[O:31][CH:30]=[CH:29][CH:28]=1. The catalyst is CN(C1C=CN=CC=1)C.C1COCC1.C(Cl)Cl. The product is [CH:8]([C:7]1[CH:6]=[CH:5][C:4]([C:3]([NH:32][CH2:26][C:27]2[O:31][CH:30]=[CH:29][CH:28]=2)=[O:13])=[CH:12][CH:11]=1)=[O:10]. The yield is 0.580. (5) The reactants are [C:1]1(=[O:7])[O:6][CH2:5][CH2:4][CH2:3][CH2:2]1.[CH2:8](Br)[C:9]1[CH:14]=[CH:13][CH:12]=[CH:11][CH:10]=1.[OH-:16].[Na+]. The catalyst is [Br-].C([N+](CCCC)(CCCC)CCCC)CCC. The product is [OH:16][CH2:5][CH2:4][CH2:3][CH2:2][C:1]([O:6][CH2:8][C:9]1[CH:14]=[CH:13][CH:12]=[CH:11][CH:10]=1)=[O:7]. The yield is 0.150. (6) The reactants are FC(F)(F)C(O)=O.[CH3:8][CH:9]1[CH:13]([NH2:14])[CH2:12][CH2:11][O:10]1.Cl[C:16]1[C:25]2[C:20](=[C:21]([O:28][CH3:29])[C:22]([O:26][CH3:27])=[CH:23][CH:24]=2)[N:19]=[CH:18][N:17]=1.CCN(C(C)C)C(C)C. The catalyst is CN(C=O)C. The product is [CH3:27][O:26][C:22]1[C:21]([O:28][CH3:29])=[C:20]2[C:25]([C:16]([NH:14][CH:13]3[CH2:12][CH2:11][O:10][CH:9]3[CH3:8])=[N:17][CH:18]=[N:19]2)=[CH:24][CH:23]=1. The yield is 0.190.